This data is from Forward reaction prediction with 1.9M reactions from USPTO patents (1976-2016). The task is: Predict the product of the given reaction. (1) Given the reactants [CH3:1][O:2][C:3]1[CH:4]=[C:5]2[C:10](=[CH:11][C:12]=1[O:13][CH3:14])[C:9]([CH2:15][CH2:16][CH3:17])=[N:8][C:7]([OH:18])=[CH:6]2.Cl.Cl[CH2:21][C:22]1[C:23]([NH:35][CH2:36][CH3:37])=[N:24][C:25]2[C:30]([CH:31]=1)=[CH:29][C:28]([O:32][CH3:33])=[C:27]([F:34])[CH:26]=2.[Li+].[OH-], predict the reaction product. The product is: [CH2:36]([NH:35][C:23]1[C:22]([CH2:21][C:6]2[C:5]3[C:10](=[CH:11][C:12]([O:13][CH3:14])=[C:3]([O:2][CH3:1])[CH:4]=3)[C:9]([CH2:15][CH2:16][CH3:17])=[N:8][C:7]=2[OH:18])=[CH:31][C:30]2[C:25](=[CH:26][C:27]([F:34])=[C:28]([O:32][CH3:33])[CH:29]=2)[N:24]=1)[CH3:37]. (2) Given the reactants Cl.[CH3:2][O:3][C:4]([C@@H:6]1[CH2:12][CH2:11][CH2:10][CH2:9][CH2:8][C@@H:7]1[NH2:13])=[O:5].[CH:14]1([CH2:17][CH:18]=O)[CH2:16][CH2:15]1.C(O[BH-](OC(=O)C)OC(=O)C)(=O)C.[Na+].C(=O)(O)[O-].[Na+], predict the reaction product. The product is: [CH3:2][O:3][C:4]([C@@H:6]1[CH2:12][CH2:11][CH2:10][CH2:9][CH2:8][C@@H:7]1[NH:13][CH2:18][CH2:17][CH:14]1[CH2:16][CH2:15]1)=[O:5]. (3) Given the reactants [CH3:1][C:2](=[O:7])[CH2:3][C:4](=[O:6])[CH3:5].[OH:8][C:9]1[CH:16]=[CH:15][C:12]([CH:13]=O)=[CH:11][C:10]=1[O:17][CH3:18].B([O:20][CH2:21][CH2:22][CH2:23]C)([O:20][CH2:21][CH2:22][CH2:23]C)[O:20][CH2:21][CH2:22][CH2:23]C.[CH2:35](N)[CH2:36][CH2:37][CH3:38].Cl.[C:41](OCC)(=[O:43])C, predict the reaction product. The product is: [OH:8][C:9]1[CH:16]=[CH:15][C:12]([CH:13]=[CH:1][C:2](=[O:7])[CH2:3][C:4](=[O:6])[CH:5]=[CH:38][C:37]2[CH:23]=[CH:22][C:21]([OH:20])=[C:35]([O:43][CH3:41])[CH:36]=2)=[CH:11][C:10]=1[O:17][CH3:18]. (4) Given the reactants Br[CH:2]1[CH2:6][CH2:5][O:4][C:3]1=[O:7].[F:8][C:9]([F:19])([F:18])[O:10][C:11]1[CH:16]=[CH:15][C:14]([OH:17])=[CH:13][CH:12]=1.C(=O)([O-])[O-].[K+].[K+].O, predict the reaction product. The product is: [F:8][C:9]([F:18])([F:19])[O:10][C:11]1[CH:16]=[CH:15][C:14]([O:17][CH:2]2[CH2:6][CH2:5][O:4][C:3]2=[O:7])=[CH:13][CH:12]=1. (5) Given the reactants [F:1][C:2]1[C:7]([C:8]2[CH:17]=[CH:16][C:11]3[N:12]=[C:13]([CH3:15])[S:14][C:10]=3[CH:9]=2)=[CH:6][C:5]([O:18]COCCOC)=[C:4]([C:25]([F:28])([F:27])[F:26])[N:3]=1.Cl, predict the reaction product. The product is: [F:1][C:2]1[N:3]=[C:4]([C:25]([F:28])([F:26])[F:27])[C:5]([OH:18])=[CH:6][C:7]=1[C:8]1[CH:17]=[CH:16][C:11]2[N:12]=[C:13]([CH3:15])[S:14][C:10]=2[CH:9]=1. (6) Given the reactants Cl.CN(C)CCCN=C=NCC.[OH:13][C:14]1[CH:19]=[CH:18][C:17](/[CH:20]=[CH:21]/[C:22]([O:24][CH2:25][CH2:26][CH2:27][CH2:28][CH2:29][CH2:30][Cl:31])=[O:23])=[CH:16][CH:15]=1.[CH3:32][O:33][CH2:34][CH2:35][O:36][C:37]1[CH:45]=[CH:44][C:40]([C:41](O)=[O:42])=[CH:39][CH:38]=1, predict the reaction product. The product is: [CH3:32][O:33][CH2:34][CH2:35][O:36][C:37]1[CH:45]=[CH:44][C:40]([C:41]([O:13][C:14]2[CH:15]=[CH:16][C:17](/[CH:20]=[CH:21]/[C:22]([O:24][CH2:25][CH2:26][CH2:27][CH2:28][CH2:29][CH2:30][Cl:31])=[O:23])=[CH:18][CH:19]=2)=[O:42])=[CH:39][CH:38]=1.